Task: Predict which catalyst facilitates the given reaction.. Dataset: Catalyst prediction with 721,799 reactions and 888 catalyst types from USPTO (1) Reactant: [OH:1][C:2]1[CH:3]=[C:4]2[C:9](=[CH:10][CH:11]=1)[N:8]=[C:7]([CH3:12])[CH:6]=[CH:5]2.CN(C1C=CC=CN=1)C.[C:22]([O:26][C:27](O[C:27]([O:26][C:22]([CH3:25])([CH3:24])[CH3:23])=[O:28])=[O:28])([CH3:25])([CH3:24])[CH3:23]. Product: [C:22]([O:26][C:27]([O:1][C:2]1[CH:3]=[C:4]2[C:9](=[CH:10][CH:11]=1)[N:8]=[C:7]([CH3:12])[CH:6]=[CH:5]2)=[O:28])([CH3:25])([CH3:24])[CH3:23]. The catalyst class is: 1. (2) Reactant: Br[C:2]1[CH:7]=[CH:6][CH:5]=[C:4]([O:8][CH3:9])[N:3]=1.C([Li])CCC.CCCCCC.[O:21]1[CH:25]=[CH:24][CH:23]=[C:22]1[C:26]1[N:27]=[C:28]([NH:37][C:38]([C:40]2[CH:45]=[CH:44][N:43]=[CH:42][CH:41]=2)=[O:39])[S:29][C:30]=1[C:31](=[O:36])N(OC)C.[Cl-].[NH4+]. Product: [O:21]1[CH:25]=[CH:24][CH:23]=[C:22]1[C:26]1[N:27]=[C:28]([NH:37][C:38]([C:40]2[CH:41]=[CH:42][N:43]=[CH:44][CH:45]=2)=[O:39])[S:29][C:30]=1[C:31]([C:2]1[CH:7]=[CH:6][CH:5]=[C:4]([O:8][CH3:9])[N:3]=1)=[O:36]. The catalyst class is: 1. (3) Reactant: [Cl:1][C:2]1[N:10]=[C:9]2[C:5]([N:6]=[C:7]([CH2:12][CH:13]=O)[N:8]2[CH3:11])=[C:4]([N:15]2[CH2:20][CH2:19][O:18][CH2:17][CH2:16]2)[N:3]=1.[CH:21]([C:24]1([OH:28])[CH2:27][NH:26][CH2:25]1)([CH3:23])[CH3:22].C(O[BH-](OC(=O)C)OC(=O)C)(=O)C.[Na+]. Product: [Cl:1][C:2]1[N:10]=[C:9]2[C:5]([N:6]=[C:7]([CH2:12][CH2:13][N:26]3[CH2:27][C:24]([CH:21]([CH3:23])[CH3:22])([OH:28])[CH2:25]3)[N:8]2[CH3:11])=[C:4]([N:15]2[CH2:20][CH2:19][O:18][CH2:17][CH2:16]2)[N:3]=1. The catalyst class is: 26. (4) Reactant: [Si:1]([O:8][CH2:9][C@H:10]1[NH:14][C:13](=[O:15])[C:12]([CH3:17])([CH3:16])[CH2:11]1)([C:4]([CH3:7])([CH3:6])[CH3:5])([CH3:3])[CH3:2].[CH3:18][C:19]([O:22][C:23](O[C:23]([O:22][C:19]([CH3:21])([CH3:20])[CH3:18])=[O:24])=[O:24])([CH3:21])[CH3:20]. Product: [Si:1]([O:8][CH2:9][C@H:10]1[N:14]([C:23]([O:22][C:19]([CH3:21])([CH3:20])[CH3:18])=[O:24])[C:13](=[O:15])[C:12]([CH3:17])([CH3:16])[CH2:11]1)([C:4]([CH3:7])([CH3:6])[CH3:5])([CH3:3])[CH3:2]. The catalyst class is: 251. (5) Reactant: [CH3:1][N:2]([CH3:24])[C:3]1[N:8]=[CH:7][N:6]=[C:5]([CH2:9][N:10]2[C:18]3[C:13](=[N:14][CH:15]=[C:16]([CH3:19])[CH:17]=3)[C:12]([C:20](O)=[O:21])=[CH:11]2)[C:4]=1[CH3:23].C(N(CC)CC)C.CCCP1(OP(CCC)(=O)OP(CCC)(=O)O1)=O.Cl.[F:51][CH2:52][CH2:53][NH2:54]. Product: [CH3:24][N:2]([CH3:1])[C:3]1[N:8]=[CH:7][N:6]=[C:5]([CH2:9][N:10]2[C:18]3[C:13](=[N:14][CH:15]=[C:16]([CH3:19])[CH:17]=3)[C:12]([C:20]([NH:54][CH2:53][CH2:52][F:51])=[O:21])=[CH:11]2)[C:4]=1[CH3:23]. The catalyst class is: 2. (6) Reactant: [CH:1]1[C:13]2[CH:12]([CH2:14][O:15][C:16]([NH:18][C@@H:19]([CH2:23][C:24]([OH:26])=[O:25])[C:20]([OH:22])=O)=[O:17])[C:11]3[C:6](=[CH:7][CH:8]=[CH:9][CH:10]=3)[C:5]=2[CH:4]=[CH:3][CH:2]=1.CN([P+](ON1N=NC2C=C[CH:43]=[CH:44][C:39]1=2)(N(C)C)N(C)C)C.F[P-](F)(F)(F)(F)F.[CH:54]1C=C2N=NN(O)C2=CC=1.O.C(N(CC)C(C)C)(C)C.[NH2:74][CH2:75][CH2:76][CH2:77][CH2:78][CH2:79][CH2:80][CH2:81][CH2:82][CH2:83][CH2:84][CH3:85]. Product: [C:44]([O:26][C:24](=[O:25])[CH2:23][C@H:19]([NH:18][C:16]([O:15][CH2:14][CH:12]1[C:11]2[CH:10]=[CH:9][CH:8]=[CH:7][C:6]=2[C:5]2[C:13]1=[CH:1][CH:2]=[CH:3][CH:4]=2)=[O:17])[C:20]([NH:74][CH2:75][CH2:76][CH2:77][CH2:78][CH2:79][CH2:80][CH2:81][CH2:82][CH2:83][CH2:84][CH3:85])=[O:22])([CH3:43])([CH3:39])[CH3:54]. The catalyst class is: 255. (7) Reactant: [C:1]([N:9]1[CH2:13][CH:12]([OH:14])[CH:11]([NH:15][C:16]([CH:18]([NH:30][C:31]([N:33]2[CH2:38][CH2:37][O:36][CH2:35][CH2:34]2)=[O:32])[CH2:19][S:20]([CH2:23][C:24]2[CH:29]=[CH:28][CH:27]=[CH:26][CH:25]=2)(=[O:22])=[O:21])=[O:17])[CH2:10]1)(=[O:8])[C:2]1[CH:7]=[CH:6][CH:5]=[CH:4][CH:3]=1.C(N(CC)CC)C. Product: [C:1]([N:9]1[CH2:13][C:12](=[O:14])[CH:11]([NH:15][C:16]([CH:18]([NH:30][C:31]([N:33]2[CH2:34][CH2:35][O:36][CH2:37][CH2:38]2)=[O:32])[CH2:19][S:20]([CH2:23][C:24]2[CH:29]=[CH:28][CH:27]=[CH:26][CH:25]=2)(=[O:22])=[O:21])=[O:17])[CH2:10]1)(=[O:8])[C:2]1[CH:3]=[CH:4][CH:5]=[CH:6][CH:7]=1. The catalyst class is: 16. (8) Reactant: [NH2:1][C:2]1[CH:10]=[CH:9][C:8]([CH3:11])=[CH:7][C:3]=1[C:4]([OH:6])=[O:5].Cl[C:13]([O:15][CH2:16][CH2:17][CH2:18][CH2:19][CH2:20][CH2:21][CH2:22][CH3:23])=O. Product: [CH3:11][C:8]1[CH:9]=[CH:10][C:2]2[N:1]=[C:13]([O:15][CH2:16][CH2:17][CH2:18][CH2:19][CH2:20][CH2:21][CH2:22][CH3:23])[O:5][C:4](=[O:6])[C:3]=2[CH:7]=1. The catalyst class is: 17.